This data is from Full USPTO retrosynthesis dataset with 1.9M reactions from patents (1976-2016). The task is: Predict the reactants needed to synthesize the given product. (1) Given the product [CH3:1][C:2]1[CH:3]=[C:4]([C:19]2[S:23][C:22]([CH:24]3[CH2:29][CH2:28][CH:27]([C:30]([O:32][CH2:33][CH3:34])=[O:31])[CH2:26][CH2:25]3)=[N:21][CH:20]=2)[CH:5]=[C:6]([NH:8][C:9]2[N:14]=[C:13]([C:15]([F:18])([F:17])[F:16])[CH:12]=[CH:11][N:10]=2)[CH:7]=1, predict the reactants needed to synthesize it. The reactants are: [CH3:1][C:2]1[CH:3]=[C:4]([C:19]2[S:23][C:22]([C:24]3[CH2:29][CH2:28][CH:27]([C:30]([O:32][CH2:33][CH3:34])=[O:31])[CH2:26][CH:25]=3)=[N:21][CH:20]=2)[CH:5]=[C:6]([NH:8][C:9]2[N:14]=[C:13]([C:15]([F:18])([F:17])[F:16])[CH:12]=[CH:11][N:10]=2)[CH:7]=1. (2) Given the product [CH:11]([N:14]1[CH2:19][CH2:18][N:17]([C:2]2[CH:7]=[N:6][C:5]([N+:8]([O-:10])=[O:9])=[CH:4][CH:3]=2)[CH2:16][CH2:15]1)([CH3:13])[CH3:12], predict the reactants needed to synthesize it. The reactants are: Br[C:2]1[CH:3]=[CH:4][C:5]([N+:8]([O-:10])=[O:9])=[N:6][CH:7]=1.[CH:11]([N:14]1[CH2:19][CH2:18][NH:17][CH2:16][CH2:15]1)([CH3:13])[CH3:12].C(=O)([O-])[O-].[K+].[K+]. (3) Given the product [NH2:20][C:11]1[N:10]=[C:9]([N:7]([CH3:8])[C:6](=[O:21])[O:5][C:1]([CH3:4])([CH3:3])[CH3:2])[C:14]2[N:15]=[CH:16][N:17]([CH3:18])[C:13]=2[C:12]=1[C:23]#[C:22][C:24]1[CH:31]=[C:30]([F:32])[CH:29]=[C:26]([C:27]#[N:28])[CH:25]=1, predict the reactants needed to synthesize it. The reactants are: [C:1]([O:5][C:6](=[O:21])[N:7]([C:9]1[C:14]2[N:15]=[CH:16][N:17]([CH3:18])[C:13]=2[C:12](I)=[C:11]([NH2:20])[N:10]=1)[CH3:8])([CH3:4])([CH3:3])[CH3:2].[C:22]([C:24]1[CH:25]=[C:26]([CH:29]=[C:30]([F:32])[CH:31]=1)[C:27]#[N:28])#[CH:23].C(NC(C)C)(C)C.CN(C)C=O. (4) Given the product [NH2:1][CH2:4][C@@H:5]([C:14]1[CH:23]=[CH:22][C:21]([OH:24])=[C:20]2[C:15]=1[CH:16]=[CH:17][C:18](=[O:32])[NH:19]2)[O:6][Si:7]([C:10]([CH3:13])([CH3:12])[CH3:11])([CH3:9])[CH3:8], predict the reactants needed to synthesize it. The reactants are: [N:1]([CH2:4][C@@H:5]([C:14]1[CH:23]=[CH:22][C:21]([O:24]CC2C=CC=CC=2)=[C:20]2[C:15]=1[CH:16]=[CH:17][C:18](=[O:32])[NH:19]2)[O:6][Si:7]([C:10]([CH3:13])([CH3:12])[CH3:11])([CH3:9])[CH3:8])=[N+]=[N-].C1CC=CCC=1. (5) The reactants are: [Cl:1][C:2]1[C:3]([F:34])=[C:4]([CH:31]=[CH:32][CH:33]=1)[NH:5][C:6]1[C:15]2[C:10](=[CH:11][C:12]([O:29][CH3:30])=[C:13]([O:16][C@H:17]3[CH2:21][CH2:20][N:19](C(OC(C)(C)C)=O)[CH2:18]3)[CH:14]=2)[N:9]=[CH:8][N:7]=1.Cl. Given the product [ClH:1].[Cl:1][C:2]1[C:3]([F:34])=[C:4]([CH:31]=[CH:32][CH:33]=1)[NH:5][C:6]1[C:15]2[C:10](=[CH:11][C:12]([O:29][CH3:30])=[C:13]([O:16][C@H:17]3[CH2:21][CH2:20][NH:19][CH2:18]3)[CH:14]=2)[N:9]=[CH:8][N:7]=1, predict the reactants needed to synthesize it. (6) Given the product [C:25]1([C:10]2([C:8]#[N:9])[C:12]3([CH2:17][CH2:16][NH:15][CH2:14][CH2:13]3)[CH2:11]2)[CH:26]=[CH:27][CH:28]=[CH:29][CH:30]=1, predict the reactants needed to synthesize it. The reactants are: C(O)(C(F)(F)F)=O.[C:8]([C:10]1([C:25]2[CH:30]=[CH:29][CH:28]=[CH:27][CH:26]=2)[C:12]2([CH2:17][CH2:16][N:15](C(OC(C)(C)C)=O)[CH2:14][CH2:13]2)[CH2:11]1)#[N:9]. (7) Given the product [CH3:25][O:24][C:8]1[C:9]2[C:10]3[CH:14]=[N:13][NH:12][C:11]=3[C:2]([NH:26][C:27]3[CH:36]=[C:35]4[C:30]([CH2:31][CH2:32][C:33](=[O:37])[NH:34]4)=[CH:29][CH:28]=3)=[N:3][C:4]=2[CH:5]=[CH:6][CH:7]=1, predict the reactants needed to synthesize it. The reactants are: Cl[C:2]1[C:11]2=[N:12][N:13](CC3C=CC(OC)=CC=3)[CH:14]=[C:10]2[C:9]2[C:8]([O:24][CH3:25])=[CH:7][CH:6]=[CH:5][C:4]=2[N:3]=1.[NH2:26][C:27]1[CH:36]=[C:35]2[C:30]([CH2:31][CH2:32][C:33](=[O:37])[NH:34]2)=[CH:29][CH:28]=1.Cl. (8) Given the product [Br:1][CH2:2][CH:3]1[O:4][C:14](=[O:15])[N:13]([C:9]2[CH:10]=[CH:11][CH:12]=[C:7]([F:6])[CH:8]=2)[CH2:5]1, predict the reactants needed to synthesize it. The reactants are: [Br:1][CH2:2][CH:3]1[CH2:5][O:4]1.[F:6][C:7]1[CH:8]=[C:9]([N:13]=[C:14]=[O:15])[CH:10]=[CH:11][CH:12]=1. (9) Given the product [NH2:36][CH2:24][C:21]1[N:20]=[C:19]([C@H:10]([CH2:9][CH2:8][CH2:7][CH:1]2[CH2:6][CH2:5][CH2:4][CH2:3][CH2:2]2)[CH2:11][C:12]([O:14][C:15]([CH3:18])([CH3:17])[CH3:16])=[O:13])[O:23][N:22]=1, predict the reactants needed to synthesize it. The reactants are: [CH:1]1([CH2:7][CH2:8][CH2:9][C@@H:10]([C:19]2[O:23][N:22]=[C:21]([CH2:24]OS(C3C=CC(C)=CC=3)(=O)=O)[N:20]=2)[CH2:11][C:12]([O:14][C:15]([CH3:18])([CH3:17])[CH3:16])=[O:13])[CH2:6][CH2:5][CH2:4][CH2:3][CH2:2]1.[NH3:36].